Task: Predict the product of the given reaction.. Dataset: Forward reaction prediction with 1.9M reactions from USPTO patents (1976-2016) (1) Given the reactants F[C:2]1[C:7]([F:8])=[CH:6][C:5]([N+:9]([O-:11])=[O:10])=[CH:4][C:3]=1[CH2:12][C:13]([OH:15])=O.[CH3:16][NH2:17].O.Cl, predict the reaction product. The product is: [F:8][C:7]1[CH:6]=[C:5]([N+:9]([O-:11])=[O:10])[CH:4]=[C:3]2[C:2]=1[N:17]([CH3:16])[C:13](=[O:15])[CH2:12]2. (2) Given the reactants [Cl:1][C:2]1[N:7]=[C:6](S(C)(=O)=O)[N:5]=[C:4]([N:12]2[CH2:17][CH2:16][O:15][CH2:14][CH2:13]2)[CH:3]=1.[O-:18][CH2:19][CH3:20].[Na+].C(O)C, predict the reaction product. The product is: [Cl:1][C:2]1[N:7]=[C:6]([O:18][CH2:19][CH3:20])[N:5]=[C:4]([N:12]2[CH2:17][CH2:16][O:15][CH2:14][CH2:13]2)[CH:3]=1. (3) Given the reactants [F:1][C:2]1[CH:7]=[CH:6][C:5]([C@H:8]([O:25][CH3:26])[CH2:9][C@H:10]([CH2:21][CH2:22][CH2:23][CH3:24])[C:11]([NH:13][O:14]C2CCCCO2)=[O:12])=[CH:4][CH:3]=1.C(O)(C(F)(F)F)=O, predict the reaction product. The product is: [F:1][C:2]1[CH:7]=[CH:6][C:5]([C@H:8]([O:25][CH3:26])[CH2:9][C@H:10]([CH2:21][CH2:22][CH2:23][CH3:24])[C:11]([NH:13][OH:14])=[O:12])=[CH:4][CH:3]=1. (4) Given the reactants Cl[CH2:2][C:3]1[N:8]=[C:7]([C:9]2[CH:14]=[CH:13][CH:12]=[CH:11][N:10]=2)[NH:6][C:5](=[O:15])[CH:4]=1.[CH:16]1([C:21]2([CH2:29][CH2:30][C:31]3[CH:36]=[CH:35][C:34]([O:37][CH3:38])=[CH:33][CH:32]=3)[O:26][C:25](=[O:27])[CH2:24][C:23](=[O:28])[CH2:22]2)[CH2:20][CH2:19][CH2:18][CH2:17]1, predict the reaction product. The product is: [CH:16]1([C:21]2([CH2:29][CH2:30][C:31]3[CH:36]=[CH:35][C:34]([O:37][CH3:38])=[CH:33][CH:32]=3)[O:26][C:25](=[O:27])[C:24]([CH2:2][C:3]3[N:8]=[C:7]([C:9]4[CH:14]=[CH:13][CH:12]=[CH:11][N:10]=4)[NH:6][C:5](=[O:15])[CH:4]=3)=[C:23]([OH:28])[CH2:22]2)[CH2:20][CH2:19][CH2:18][CH2:17]1.